Dataset: Reaction yield outcomes from USPTO patents with 853,638 reactions. Task: Predict the reaction yield, written as a fraction of the theoretical maximum amount of product (1.0 means a 100% yield; for example, 0.34 means a 34% yield). (1) The reactants are C([O:8][N:9]([CH2:12][C:13]1([C:18]([NH:20][NH:21][C:22]2[N:27]=[C:26]([C:28]([F:31])([F:30])[F:29])[CH:25]=[CH:24][N:23]=2)=[O:19])[CH2:17][CH2:16][CH2:15][CH2:14]1)[CH:10]=[O:11])C1C=CC=CC=1. The catalyst is CO.[Pd]. The product is [OH:8][N:9]([CH2:12][C:13]1([C:18]([NH:20][NH:21][C:22]2[N:27]=[C:26]([C:28]([F:31])([F:29])[F:30])[CH:25]=[CH:24][N:23]=2)=[O:19])[CH2:17][CH2:16][CH2:15][CH2:14]1)[CH:10]=[O:11]. The yield is 0.380. (2) The reactants are S(Cl)([Cl:3])=O.[CH3:5][O:6][C:7]1[C:12]([CH2:13]O)=[C:11]([C:15]([F:18])([F:17])[F:16])[N:10]=[CH:9][N:8]=1. No catalyst specified. The product is [Cl:3][CH2:13][C:12]1[C:7]([O:6][CH3:5])=[N:8][CH:9]=[N:10][C:11]=1[C:15]([F:18])([F:17])[F:16]. The yield is 1.00.